Dataset: Forward reaction prediction with 1.9M reactions from USPTO patents (1976-2016). Task: Predict the product of the given reaction. (1) Given the reactants [Cl:1][C:2]1[CH:7]=[CH:6][C:5]([OH:8])=[CH:4][C:3]=1[CH:9]([CH3:28])[C:10]([C:16]1[CH:17]=[CH:18][C:19]2[O:24][CH2:23][C:22](=[O:25])[N:21]([CH3:26])[C:20]=2[CH:27]=1)([OH:15])[C:11]([F:14])([F:13])[F:12].[F:29][C:30]1[CH:31]=[C:32](B(O)O)[CH:33]=[CH:34][C:35]=1[C:36]([O:38][CH3:39])=[O:37], predict the reaction product. The product is: [CH3:39][O:38][C:36](=[O:37])[C:35]1[CH:34]=[CH:33][C:32]([O:8][C:5]2[CH:6]=[CH:7][C:2]([Cl:1])=[C:3]([CH:9]([CH3:28])[C:10]([OH:15])([C:16]3[CH:17]=[CH:18][C:19]4[O:24][CH2:23][C:22](=[O:25])[N:21]([CH3:26])[C:20]=4[CH:27]=3)[C:11]([F:12])([F:13])[F:14])[CH:4]=2)=[CH:31][C:30]=1[F:29]. (2) Given the reactants [H-].[Na+].[CH2:3]([OH:6])[C:4]#[CH:5].Cl[C:8]1[CH:13]=[C:12]([O:14][CH2:15][C:16]2[CH:21]=[CH:20][CH:19]=[CH:18][CH:17]=2)[N:11]=[CH:10][N:9]=1.[Cl-].[NH4+], predict the reaction product. The product is: [CH2:15]([O:14][C:12]1[CH:13]=[C:8]([O:6][CH2:3][C:4]#[CH:5])[N:9]=[CH:10][N:11]=1)[C:16]1[CH:21]=[CH:20][CH:19]=[CH:18][CH:17]=1. (3) Given the reactants [F:1][C:2]1[CH:29]=[CH:28][CH:27]=[CH:26][C:3]=1[CH2:4][N:5]1[C:9]2=[N:10][CH:11]=[CH:12][CH:13]=[C:8]2[C:7]([C:14]2[N:22]=[C:21]3[C:17]([N:18]([CH3:24])[C:19](=[O:23])[NH:20]3)=[C:16](I)[N:15]=2)=[N:6]1.[CH3:30][C:31]([OH:35])([C:33]#[CH:34])[CH3:32].C(NC(C)C)(C)C.C(OCC)(=O)C, predict the reaction product. The product is: [F:1][C:2]1[CH:29]=[CH:28][CH:27]=[CH:26][C:3]=1[CH2:4][N:5]1[C:9]2=[N:10][CH:11]=[CH:12][CH:13]=[C:8]2[C:7]([C:14]2[N:22]=[C:21]3[C:17]([N:18]([CH3:24])[C:19](=[O:23])[NH:20]3)=[C:16]([C:34]#[C:33][C:31]([OH:35])([CH3:32])[CH3:30])[N:15]=2)=[N:6]1. (4) Given the reactants Br[C:2]1[C:3]2[CH:12]=[CH:11][N:10]([S:13]([C:16]3[CH:22]=[CH:21][C:19]([CH3:20])=[CH:18][CH:17]=3)(=[O:15])=[O:14])[C:4]=2[C:5](=[O:9])[N:6]([CH3:8])[CH:7]=1.[CH3:23][C:24]1([CH3:40])[C:28]([CH3:30])([CH3:29])[O:27][B:26]([B:26]2[O:27][C:28]([CH3:30])([CH3:29])[C:24]([CH3:40])([CH3:23])[O:25]2)[O:25]1.C([O-])(=O)C.[K+].C1(P(C2CCCCC2)C2C=CC=CC=2C2C(C(C)C)=CC(C(C)C)=CC=2C(C)C)CCCCC1, predict the reaction product. The product is: [CH3:8][N:6]1[CH:7]=[C:2]([B:26]2[O:27][C:28]([CH3:30])([CH3:29])[C:24]([CH3:40])([CH3:23])[O:25]2)[C:3]2[CH:12]=[CH:11][N:10]([S:13]([C:16]3[CH:22]=[CH:21][C:19]([CH3:20])=[CH:18][CH:17]=3)(=[O:15])=[O:14])[C:4]=2[C:5]1=[O:9].